From a dataset of Experimentally validated miRNA-target interactions with 360,000+ pairs, plus equal number of negative samples. Binary Classification. Given a miRNA mature sequence and a target amino acid sequence, predict their likelihood of interaction. (1) The miRNA is hsa-miR-5700 with sequence UAAUGCAUUAAAUUAUUGAAGG. The protein sequence of the target gene is MSSSYGKNGAADGPHSPSSQVARGTTTRRSRLKRSDGSTTSTSFILRQGSADSYTSRPSDSDVSLEEDREAIRQEREQQAAIQLERAKSKPVAFAVKTNVSYCGALDEDVPVPSTAISFDAKDFLHIKEKYNNDWWIGRLVKEGCEIGFIPSPLRLENIRIQQEQKRGRFHGGKSSGNSSSSLGEMVSGTFRATPTTTAKQKQKVTEHIPPYDVVPSMRPVVLVGPSLKGYEVTDMMQKALFDFLKHRFDGRISITRVTADISLAKRSVLNNPSKRAIIERSNTRSSLAEVQSEIERIFE.... Result: 0 (no interaction). (2) Result: 0 (no interaction). The protein sequence of the target gene is MNWFGSNFFRCPEDLSLLNIYSPLLSHMSSEDEHFISNLRGHVPASAVVKQPVRGASGRTTITAIVQTGGGWSTGLFSVCRDRRICFCGLFCPMCLECDIARHYGECLCWPLLPGSTFALRIGTRERHKIQGTLCEDWLAVHCCWAFSICQVARELKMRTSQVYEICAVPMTKDTLV. The miRNA is hsa-miR-3912-5p with sequence AUGUCCAUAUUAUGGGUUAGU. (3) The miRNA is hsa-miR-548u with sequence CAAAGACUGCAAUUACUUUUGCG. The protein sequence of the target gene is MKEKSKNAARTRREKENSEFYELAKLLPLPSAITSQLDKASIIRLTTSYLKMRVVFPEGLGEAWGHTSRTSPLDNVGRELGSHLLQTLDGFIFVVAPDGKIMYISETASVHLGLSQVELTGNSIYEYIHPADHDEMTAVLTAHQPYHSHFVQEYEIERSFFLRMKCVLAKRNAGLTCGGYKVIHCSGYLKIRQYSLDMSPFDGCYQNVGLVAVGHSLPPSAVTEIKLHSNMFMFRASLDMKLIFLDSRVAELTGYEPQDLIEKTLYHHVHGCDTFHLRCAHHLLLVKGQVTTKYYRFLAK.... Result: 0 (no interaction). (4) The protein sequence of the target gene is MGMLVPTALAARLLSLFQQQLGSLWSGLAILFCWLRIALGWLDPGKEQPQVRGEPEDTQETQEDGNSTQPTTPVSVNYHFTRQCNYKCGFCFHTAKTSFVLPLEEAKRGLLLLKQAGLEKINFSGGEPFLQDRGEYLGKLVRFCKEELALPSVSIVSNGSLIRERWFKDYGEYLDILAISCDSFDEQVNALIGRGQGKKNHVENLQKLRRWCRDYKVAFKINSVINRFNVDEDMNEHIKALSPVRWKVFQCLLIEGENSGEDALREAERFLISNEEFETFLERHKEVSCLVPESNQKMKD.... The miRNA is mmu-miR-146b-5p with sequence UGAGAACUGAAUUCCAUAGGCU. Result: 1 (interaction). (5) The miRNA is hsa-miR-6823-5p with sequence UCAGGGUUGGUAGGGGUUGCU. The protein sequence of the target gene is MGRGAGREYSPAATTAENGGGKKKQKEKELDELKKEVAMDDHKLSLDELGRKYQVDLSKGLTNQRAQDVLARDGPNALTPPPTTPEWVKFCRQLFGGFSILLWIGAILCFLAYGIQAAMEDEPSNDNLYLGVVLAAVVIVTGCFSYYQEAKSSKIMDSFKNMVPQQALVIREGEKMQINAEEVVVGDLVEVKGGDRVPADLRIISSHGCKVDNSSLTGESEPQTRSPEFTHENPLETRNICFFSTNCVEGTARGIVIATGDRTVMGRIATLASGLEVGRTPIAMEIEHFIQLITGVAVFL.... Result: 1 (interaction). (6) The miRNA is mmu-miR-3081-3p with sequence UUGCGCUCCGAUCUCUGAGCUGG. The protein sequence of the target gene is MAEGGASKGGGEEPGKLPEPAEEESQVLRGTGHCKWFNVRMGFGFISMINREGSPLDIPVDVFVHQSKLFMEGFRSLKEGEPVEFTFKKSSKGLESIRVTGPGGSPCLGSERRPKGKTLQKRKPKGDRCYNCGGLDHHAKECSLPPQPKKCHYCQSIMHMVANCPHKNVAQPPASSQGRQEAESQPCTSTLPREVGGGHGCTSPPFPQEARAEISERSGRSPQEASSTKSSIAPEEQSKKGPSVQKRKKT. Result: 0 (no interaction). (7) The miRNA is hsa-miR-1471 with sequence GCCCGCGUGUGGAGCCAGGUGU. The protein sequence of the target gene is MGTEKKEGLPKEETSEDSKPHGQTVEKLAQEVCHGHEFGEASEEDMSEGHLRESSKEIIEKRYPQERHFASGLLIFKKSSSGEKTSENPRGFNPNPSVLCHGGAERASACAASGHNCLGSIELTKAQGPPVGEKPHTCKECGKAFNQNSHLIQHMRVHSGEKPFECKECGKTFGTNSSLRRHQRIHAGEKPFACTECGKAFIQSSHLIHHHRIHTGERPYKCEECGKAFSQNSALILHQRIHTGEKPYECNECGKTFRVSSQLIQHQRIHTEERYHECSECGKAFKHSSGLIRHQKIHTG.... Result: 0 (no interaction).